Dataset: Reaction yield outcomes from USPTO patents with 853,638 reactions. Task: Predict the reaction yield, written as a fraction of the theoretical maximum amount of product (1.0 means a 100% yield; for example, 0.34 means a 34% yield). (1) The reactants are [H-].[Na+].[CH3:3][C:4]1[C:12]2[N:11]=[C:10]([CH2:13][CH2:14][CH3:15])[NH:9][C:8]=2[CH:7]=[C:6]([C:16]2[N:20]([CH3:21])[C:19]3[CH:22]=[CH:23][CH:24]=[CH:25][C:18]=3[N:17]=2)[CH:5]=1.[CH3:26][CH2:27][O:28][C:29]([CH2:31]Br)=[O:30]. The catalyst is C1COCC1. The product is [CH3:3][C:4]1[C:12]2[N:11]=[C:10]([CH2:13][CH2:14][CH3:15])[N:9]([CH2:31][C:29]([O:28][CH2:27][CH3:26])=[O:30])[C:8]=2[CH:7]=[C:6]([C:16]2[N:20]([CH3:21])[C:19]3[CH:22]=[CH:23][CH:24]=[CH:25][C:18]=3[N:17]=2)[CH:5]=1. The yield is 0.920. (2) The reactants are [CH:1]([C:4]1[CH:9]=[CH:8][C:7]([CH:10]=[C:11]([CH3:17])[C:12](OCC)=[O:13])=[CH:6][CH:5]=1)([CH3:3])[CH3:2].[Cl-].[Ce+3].[Cl-].[Cl-].[H-].[Al+3].[Li+].[H-].[H-].[H-].O. The catalyst is O1CCCC1. The product is [CH:1]([C:4]1[CH:5]=[CH:6][C:7]([CH:10]=[C:11]([CH3:17])[CH2:12][OH:13])=[CH:8][CH:9]=1)([CH3:3])[CH3:2]. The yield is 0.860. (3) The reactants are [C:1]([O:5][C:6](=[O:29])[CH2:7][O:8][N:9]([C:18](=[O:28])[CH:19]=[C:20]1[C:24](=[O:25])[O:23][C:22](C)(C)[O:21]1)[CH2:10][C:11]1[CH:16]=[CH:15][C:14]([F:17])=[CH:13][CH:12]=1)([CH3:4])([CH3:3])[CH3:2]. The catalyst is CO. The product is [CH3:22][O:23][C:24](=[O:25])[C:20]([OH:21])=[CH:19][C:18](=[O:28])[N:9]([O:8][CH2:7][C:6]([O:5][C:1]([CH3:3])([CH3:4])[CH3:2])=[O:29])[CH2:10][C:11]1[CH:12]=[CH:13][C:14]([F:17])=[CH:15][CH:16]=1. The yield is 0.690. (4) The reactants are [CH3:1][O:2][C:3](=[O:25])[CH2:4][C:5]1[C:14]([CH3:15])=[C:13]([O:16]CC2C=CC=CC=2)[C:12]2[C:7](=[CH:8][CH:9]=[C:10]([F:24])[CH:11]=2)[CH:6]=1. The catalyst is CO.[Pd]. The product is [CH3:1][O:2][C:3](=[O:25])[CH2:4][C:5]1[C:14]([CH3:15])=[C:13]([OH:16])[C:12]2[C:7](=[CH:8][CH:9]=[C:10]([F:24])[CH:11]=2)[CH:6]=1. The yield is 0.980. (5) The reactants are [CH2:1]([NH:4][C:5]1[CH:13]=[C:12]([C:14]([F:17])([F:16])[F:15])[CH:11]=[CH:10][C:6]=1[C:7](O)=[O:8])[CH2:2][CH3:3].[CH3:18][NH:19][O:20][CH3:21].CN1CCOCC1.C[N+]1(C2N=C(OC)N=C(OC)N=2)CCOCC1.[Cl-]. The catalyst is C(Cl)Cl. The product is [CH3:21][O:20][N:19]([CH3:18])[C:7](=[O:8])[C:6]1[CH:10]=[CH:11][C:12]([C:14]([F:17])([F:16])[F:15])=[CH:13][C:5]=1[NH:4][CH2:1][CH2:2][CH3:3]. The yield is 0.570.